This data is from Full USPTO retrosynthesis dataset with 1.9M reactions from patents (1976-2016). The task is: Predict the reactants needed to synthesize the given product. (1) Given the product [N:1]1([CH2:5][CH2:6][N:7]2[CH:11]=[C:10]([C:12]3[CH:17]=[CH:16][N:15]=[C:14]([CH:18]([CH3:20])[CH3:19])[CH:13]=3)[N:9]=[C:8]2[CH:21]2[CH2:22][CH2:23][N:24]([C:28]3[N:33]=[CH:32][N:31]=[C:30]([NH2:34])[C:29]=3[CH:35]3[CH2:38][CH2:37][CH2:36]3)[CH2:25][CH2:26]2)[CH2:4][CH2:3][CH2:2]1, predict the reactants needed to synthesize it. The reactants are: [N:1]1([CH2:5][CH2:6][N:7]2[CH:11]=[C:10]([C:12]3[CH:17]=[CH:16][N:15]=[C:14]([CH:18]([CH3:20])[CH3:19])[CH:13]=3)[N:9]=[C:8]2[CH:21]2[CH2:26][CH2:25][NH:24][CH2:23][CH2:22]2)[CH2:4][CH2:3][CH2:2]1.Cl[C:28]1[N:33]=[CH:32][N:31]=[C:30]([NH2:34])[C:29]=1[CH:35]1[CH2:38][CH2:37][CH2:36]1. (2) Given the product [ClH:30].[ClH:1].[S:32]1[C:7]2[CH:8]=[CH:9][CH:10]=[CH:11][C:6]=2[N:5]=[C:4]1[C:12]1[C:13]([NH2:29])=[N:14][CH:15]=[C:16]([C:18]2[CH:19]=[N:20][N:21]([CH:23]3[CH2:28][CH2:27][NH:26][CH2:25][CH2:24]3)[CH:22]=2)[CH:17]=1, predict the reactants needed to synthesize it. The reactants are: [ClH:1].Cl.O1[C:7]2[CH:8]=[CH:9][CH:10]=[CH:11][C:6]=2[N:5]=[C:4]1[C:12]1[C:13]([NH2:29])=[N:14][CH:15]=[C:16]([C:18]2[CH:19]=[N:20][N:21]([CH:23]3[CH2:28][CH2:27][NH:26][CH2:25][CH2:24]3)[CH:22]=2)[CH:17]=1.[Cl:30]C1[S:32]C2C=CC=CC=2N=1. (3) The reactants are: [NH2:1][C@H:2](C(O)=O)[CH2:3][C:4]1[C:12]2[C:7](=[CH:8][CH:9]=[CH:10][CH:11]=2)[NH:6][CH:5]=1.[CH:16](=O)[CH2:17][CH3:18].[Cr](O[Cr]([O-])(=O)=O)([O-])(=O)=O.[K+].[K+].[Cr](O[Cr]([O-])(=O)=O)([O-])(=O)=O.S([O-])([O-])=O.[Na+].[Na+].[OH-].[Na+]. Given the product [CH2:17]([C:18]1[C:5]2[NH:6][C:7]3[C:12]([C:4]=2[CH:3]=[CH:2][N:1]=1)=[CH:11][CH:10]=[CH:9][CH:8]=3)[CH3:16], predict the reactants needed to synthesize it. (4) Given the product [C:49]([CH2:48][CH2:47][NH:46][C:45]([C@:7]12[CH2:6][CH2:5][C@@H:4]([CH:1]([CH3:3])[CH3:2])[C@@H:8]1[C@@H:9]1[C@@:22]([CH3:25])([CH2:23][CH2:24]2)[C@@:21]2([CH3:26])[C@@H:12]([C@:13]3([CH3:44])[C@@H:18]([CH2:19][CH2:20]2)[C:17]([CH3:28])([CH3:27])[CH:16]([C:29]2[CH:43]=[CH:42][C:32]([C:33]([OH:35])=[O:34])=[CH:31][CH:30]=2)[CH2:15][CH2:14]3)[CH2:11][CH2:10]1)=[O:58])([OH:57])=[O:50], predict the reactants needed to synthesize it. The reactants are: [CH:1]([C@H:4]1[C@@H:8]2[C@@H:9]3[C@@:22]([CH3:25])([CH2:23][CH2:24][C@@:7]2([C:45](=[O:58])[NH:46][CH2:47][CH2:48][C:49](=[O:57])[O:50]CC[Si](C)(C)C)[CH2:6][CH2:5]1)[C@@:21]1([CH3:26])[C@@H:12]([C@:13]2([CH3:44])[C@@H:18]([CH2:19][CH2:20]1)[C:17]([CH3:28])([CH3:27])[CH:16]([C:29]1[CH:43]=[CH:42][C:32]([C:33]([O:35]CC[Si](C)(C)C)=[O:34])=[CH:31][CH:30]=1)[CH2:15][CH2:14]2)[CH2:11][CH2:10]3)([CH3:3])[CH3:2].CCCC[N+](CCCC)(CCCC)CCCC.[F-]. (5) The reactants are: [CH:1](=[O:5])[CH2:2][CH2:3][CH3:4].[OH:6][CH2:7][CH:8]([CH2:10][OH:11])[OH:9]. Given the product [CH:1](=[O:5])[CH2:2][CH2:3][CH3:4].[OH:6][CH2:7][CH:8]([CH2:10][OH:11])[OH:9], predict the reactants needed to synthesize it. (6) Given the product [F:1][C:2]1[CH:21]=[C:20]([N+:22]([O-:24])=[O:23])[CH:19]=[CH:18][C:3]=1[O:4][C:5]1[CH:6]=[C:7]2[C:11](=[CH:12][C:13]=1[NH:39][C:43](=[O:44])[O:50][C:46]([CH3:49])([CH3:48])[CH3:47])[N:10]([CH3:17])[N:9]=[CH:8]2, predict the reactants needed to synthesize it. The reactants are: [F:1][C:2]1[CH:21]=[C:20]([N+:22]([O-:24])=[O:23])[CH:19]=[CH:18][C:3]=1[O:4][C:5]1[CH:6]=[C:7]2[C:11](=[CH:12][C:13]=1C(O)=O)[N:10]([CH3:17])[N:9]=[CH:8]2.C1(P([N:39]=[N+]=[N-])(C2C=CC=CC=2)=O)C=CC=CC=1.C[C:43](C)=[O:44].[C:46]([OH:50])([CH3:49])([CH3:48])[CH3:47]. (7) Given the product [F:1][C:2]1[CH:3]=[C:4]([CH:19]([CH3:20])[CH3:21])[C:5]2[C:6]([C:32]([C:22]3[C:31]4[C:26](=[CH:27][CH:28]=[CH:29][CH:30]=4)[CH:25]=[CH:24][CH:23]=3)=[O:33])=[C:7]3[CH:13]([CH2:14][C:15]([OH:17])=[O:16])[CH2:12][CH2:11][N:8]3[C:9]=2[CH:10]=1, predict the reactants needed to synthesize it. The reactants are: [F:1][C:2]1[CH:3]=[C:4]([CH:19]([CH3:21])[CH3:20])[C:5]2[CH:6]=[C:7]3[CH:13]([CH2:14][C:15]([O:17]C)=[O:16])[CH2:12][CH2:11][N:8]3[C:9]=2[CH:10]=1.[C:22]1([C:32](Cl)=[O:33])[C:31]2[C:26](=[CH:27][CH:28]=[CH:29][CH:30]=2)[CH:25]=[CH:24][CH:23]=1. (8) Given the product [CH2:1]([O:3][C:4]([N:6]1[C:15]2[C:10](=[N:11][C:12]([O:16][CH3:17])=[CH:13][CH:14]=2)[C@@H:9]([NH:18][C:19]2[N:24]=[C:23]([CH2:25][C:26]3[CH:31]=[C:30]([C:32]([F:35])([F:33])[F:34])[CH:29]=[C:28]([C:36]([O:49][CH3:48])=[O:46])[CH:27]=3)[C:22]([N:38]3[CH2:43][CH2:42][O:41][CH2:40][CH2:39]3)=[CH:21][N:20]=2)[CH2:8][C@H:7]1[CH2:44][CH3:45])=[O:5])[CH3:2], predict the reactants needed to synthesize it. The reactants are: [CH2:1]([O:3][C:4]([N:6]1[C:15]2[C:10](=[N:11][C:12]([O:16][CH3:17])=[CH:13][CH:14]=2)[C@@H:9]([NH:18][C:19]2[N:24]=[C:23]([CH2:25][C:26]3[CH:31]=[C:30]([C:32]([F:35])([F:34])[F:33])[CH:29]=[C:28]([C:36]#N)[CH:27]=3)[C:22]([N:38]3[CH2:43][CH2:42][O:41][CH2:40][CH2:39]3)=[CH:21][N:20]=2)[CH2:8][C@H:7]1[CH2:44][CH3:45])=[O:5])[CH3:2].[OH-:46].[Na+].[CH3:48][OH:49]. (9) Given the product [Br:18][C:16]1[CH:15]=[CH:14][C:13]([F:19])=[C:12]([C:11]2[NH:1][C:2]3[CH:7]=[CH:6][C:5]([O:8][CH3:9])=[CH:4][C:3]=3[N:10]=2)[CH:17]=1, predict the reactants needed to synthesize it. The reactants are: [NH2:1][C:2]1[CH:7]=[CH:6][C:5]([O:8][CH3:9])=[CH:4][C:3]=1[NH:10][C:11](=O)[C:12]1[CH:17]=[C:16]([Br:18])[CH:15]=[CH:14][C:13]=1[F:19].